Dataset: Blood-brain barrier permeability classification from the B3DB database. Task: Regression/Classification. Given a drug SMILES string, predict its absorption, distribution, metabolism, or excretion properties. Task type varies by dataset: regression for continuous measurements (e.g., permeability, clearance, half-life) or binary classification for categorical outcomes (e.g., BBB penetration, CYP inhibition). Dataset: b3db_classification. (1) The molecule is Cc1cc(-c2ccc(O)cc2)nnc1NCCN1CCOCC1. The result is 1 (penetrates BBB). (2) The molecule is Cc1cc(C(=O)N(C)[C@@H](C)c2ccncn2)ccc1Cl. The result is 0 (does not penetrate BBB). (3) The compound is CC(=O)c1ccc2c(c1)N(C[C@H](C)N(C)C)c1ccccc1S2. The result is 1 (penetrates BBB). (4) The compound is CCOc1ccccc1OC[C@H]1CNCCO1. The result is 1 (penetrates BBB). (5) The compound is c1ccc([C@@H]2CN3CCSC3=N2)cc1. The result is 1 (penetrates BBB). (6) The drug is CCOC(=O)c1ccc(N)cc1. The result is 1 (penetrates BBB).